Dataset: Forward reaction prediction with 1.9M reactions from USPTO patents (1976-2016). Task: Predict the product of the given reaction. (1) Given the reactants [CH3:1][O:2][C:3]1[CH:11]=[CH:10][C:6]([C:7]([OH:9])=[O:8])=[CH:5][C:4]=1[N+:12]([O-:14])=[O:13].C(=O)(O)[O-].[Na+].[CH2:20](Br)[C:21]1[CH:26]=[CH:25][CH:24]=[CH:23][CH:22]=1.Cl, predict the reaction product. The product is: [CH3:1][O:2][C:3]1[CH:11]=[CH:10][C:6]([C:7]([O:9][CH2:20][C:21]2[CH:26]=[CH:25][CH:24]=[CH:23][CH:22]=2)=[O:8])=[CH:5][C:4]=1[N+:12]([O-:14])=[O:13]. (2) Given the reactants Cl[C:2]1[CH:7]=[CH:6][C:5]2[O:8][C:9]3([CH3:20])[CH2:13][CH2:12][CH2:11][CH:10]3[C:14]3([CH2:18][O:17][C:16]([NH2:19])=[N:15]3)[C:4]=2[CH:3]=1.F[B-](F)(F)F.C1([PH+](C2CCCCC2)C2CCCCC2)CCCCC1.[O-]P([O-])([O-])=O.[K+].[K+].[K+].[F:53][C:54]1[C:59](B(O)O)=[CH:58][CH:57]=[CH:56][N:55]=1, predict the reaction product. The product is: [F:53][C:54]1[C:59]([C:2]2[CH:7]=[CH:6][C:5]3[O:8][C:9]4([CH3:20])[CH2:13][CH2:12][CH2:11][CH:10]4[C:14]4([CH2:18][O:17][C:16]([NH2:19])=[N:15]4)[C:4]=3[CH:3]=2)=[CH:58][CH:57]=[CH:56][N:55]=1. (3) Given the reactants C([O:3][C:4]([N:6]1[CH2:11][CH2:10][C:9]([CH2:17][NH:18][C:19](=[O:28])[C:20]2[CH:25]=[CH:24][CH:23]=[CH:22][C:21]=2[O:26][CH3:27])([C:12]2S[CH:14]=[CH:15][CH:16]=2)[CH2:8][CH2:7]1)=O)C.[CH3:29][NH:30][CH3:31].O1CC[CH2:34][CH2:33]1, predict the reaction product. The product is: [CH3:29][N:30]([CH3:31])[C:4]([N:6]1[CH2:7][CH2:8][C:9]([CH2:17][NH:18][C:19](=[O:28])[C:20]2[CH:25]=[CH:24][CH:23]=[CH:22][C:21]=2[O:26][CH3:27])([C:12]2[CH:34]=[CH:33][CH:14]=[CH:15][CH:16]=2)[CH2:10][CH2:11]1)=[O:3]. (4) Given the reactants [N+:1]([C:4]1[CH:9]=[CH:8][C:7]([N:10]2[C:14](=[O:15])[CH2:13][NH:12][C:11]2=[O:16])=[CH:6][CH:5]=1)([O-])=O, predict the reaction product. The product is: [NH2:1][C:4]1[CH:5]=[CH:6][C:7]([N:10]2[C:14](=[O:15])[CH2:13][NH:12][C:11]2=[O:16])=[CH:8][CH:9]=1. (5) Given the reactants [F:1][C:2]1[C:7]2[N:8]=[CH:9][S:10][C:6]=2[CH:5]=[C:4]([C:11]([O:13][CH3:14])=[O:12])[C:3]=1[NH:15][C:16]1[CH:21]=[CH:20][CH:19]=[CH:18][C:17]=1[F:22].C1C(=O)N([I:30])C(=O)C1.FC(F)(F)C(O)=O.FC(F)(F)S(O)(=O)=O.CS(O)(=O)=O.S1(CCCC1)(=O)=O, predict the reaction product. The product is: [F:1][C:2]1[C:7]2[N:8]=[CH:9][S:10][C:6]=2[CH:5]=[C:4]([C:11]([O:13][CH3:14])=[O:12])[C:3]=1[NH:15][C:16]1[CH:21]=[CH:20][C:19]([I:30])=[CH:18][C:17]=1[F:22]. (6) Given the reactants [CH:1]1([C:4]2[C:12]([N:13]([CH2:18][CH2:19][OH:20])[S:14]([CH3:17])(=[O:16])=[O:15])=[CH:11][C:10]3[C:6](=[C:7]([C:28]([NH:30][CH3:31])=[O:29])[N:8]([C:21]4[CH:26]=[CH:25][C:24]([CH3:27])=[CH:23][N:22]=4)[N:9]=3)[CH:5]=2)[CH2:3][CH2:2]1.CC(OI1(OC(C)=O)(OC(C)=O)OC(=O)C2C=CC=CC1=2)=O, predict the reaction product. The product is: [CH:1]1([C:4]2[C:12]([N:13]([S:14]([CH3:17])(=[O:15])=[O:16])[CH2:18][CH:19]=[O:20])=[CH:11][C:10]3[C:6](=[C:7]([C:28]([NH:30][CH3:31])=[O:29])[N:8]([C:21]4[CH:26]=[CH:25][C:24]([CH3:27])=[CH:23][N:22]=4)[N:9]=3)[CH:5]=2)[CH2:3][CH2:2]1.